This data is from Catalyst prediction with 721,799 reactions and 888 catalyst types from USPTO. The task is: Predict which catalyst facilitates the given reaction. (1) The catalyst class is: 3. Product: [CH:8]([O:11][C:12]1[C:13]([NH:25][C:26]2[N:27]=[C:28]([NH:36][C:37]3[CH:42]=[CH:41][CH:40]=[CH:39][C:38]=3[S:43]([CH:46]([CH3:48])[CH3:47])(=[O:44])=[O:45])[C:29]3[C:34]([CH3:35])=[CH:33][NH:32][C:30]=3[N:31]=2)=[CH:14][C:15]([CH3:24])=[C:16]([CH:18]2[CH2:23][CH2:22][N:21]([CH2:50][C:51]([NH2:53])=[O:52])[CH2:20][CH2:19]2)[CH:17]=1)([CH3:10])[CH3:9]. Reactant: CCN(CC)CC.[CH:8]([O:11][C:12]1[CH:17]=[C:16]([CH:18]2[CH2:23][CH2:22][NH:21][CH2:20][CH2:19]2)[C:15]([CH3:24])=[CH:14][C:13]=1[NH:25][C:26]1[N:27]=[C:28]([NH:36][C:37]2[CH:42]=[CH:41][CH:40]=[CH:39][C:38]=2[S:43]([CH:46]([CH3:48])[CH3:47])(=[O:45])=[O:44])[C:29]2[C:34]([CH3:35])=[CH:33][NH:32][C:30]=2[N:31]=1)([CH3:10])[CH3:9].Br[CH2:50][C:51]([NH2:53])=[O:52]. (2) Reactant: [F:1][C:2]1[N:7]=[C:6]([N:8]2[CH2:13][CH2:12][N:11]([C:14]([O:16][C:17]([CH3:20])([CH3:19])[CH3:18])=[O:15])[CH2:10][CH2:9]2)[CH:5]=[CH:4][C:3]=1[C:21]([O:23]C)=[O:22].[OH-].[Na+]. Product: [C:17]([O:16][C:14]([N:11]1[CH2:10][CH2:9][N:8]([C:6]2[CH:5]=[CH:4][C:3]([C:21]([OH:23])=[O:22])=[C:2]([F:1])[N:7]=2)[CH2:13][CH2:12]1)=[O:15])([CH3:20])([CH3:18])[CH3:19]. The catalyst class is: 107. (3) Reactant: Br[C:2]1[CH:3]=[CH:4][C:5]2[CH:16]=[CH:15][C:9]3=[N:10][CH:11]=[C:12]([Cl:14])[CH:13]=[C:8]3[C:7](=[O:17])[C:6]=2[CH:18]=1.FC(F)(F)C([O-])=O.[O:26]1[CH2:31][CH2:30][O:29][CH2:28][C@H:27]1[CH2:32][N:33]([CH3:38])[S:34]([NH3+:37])(=[O:36])=[O:35].CC1(C)C2C=CC=C(P(C3C=CC=CC=3)C3C=CC=CC=3)C=2OC2C1=CC=CC=2P(C1C=CC=CC=1)C1C=CC=CC=1.C(=O)([O-])[O-].[Cs+].[Cs+]. The catalyst class is: 102. Product: [Cl:14][C:12]1[CH:13]=[C:8]2[C:7](=[O:17])[C:6]3[CH:18]=[C:2]([NH:37][S:34]([N:33]([CH2:32][C@@H:27]4[CH2:28][O:29][CH2:30][CH2:31][O:26]4)[CH3:38])(=[O:35])=[O:36])[CH:3]=[CH:4][C:5]=3[CH:16]=[CH:15][C:9]2=[N:10][CH:11]=1. (4) Reactant: [C:1]1([C:7]([C:9]2[CH:14]=[CH:13][CH:12]=[CH:11][CH:10]=2)=[CH2:8])[CH:6]=[CH:5][CH:4]=[CH:3][CH:2]=1.[CH2:15]1[CH2:20]CC[CH2:17][CH2:16]1.C([Li:25])(CC)C. Product: [C:1]1([C:7]([Li:25])([C:9]2[CH:10]=[CH:11][CH:12]=[CH:13][CH:14]=2)[CH2:8][CH:15]([CH3:20])[CH2:16][CH3:17])[CH:6]=[CH:5][CH:4]=[CH:3][CH:2]=1. The catalyst class is: 11. (5) Reactant: [CH2:1]([O:8][C:9]1[CH:10]=[CH:11][CH:12]=[C:13]2[C:17]=1[NH:16][CH:15]=[CH:14]2)[C:2]1[CH:7]=[CH:6][CH:5]=[CH:4][CH:3]=1.[H-].[Na+].[CH3:20][C:21]1[CH:28]=[CH:27][C:24]([CH2:25]Cl)=[CH:23][CH:22]=1.O. Product: [CH2:1]([O:8][C:9]1[CH:10]=[CH:11][CH:12]=[C:13]2[C:17]=1[N:16]([CH2:20][C:21]1[CH:28]=[CH:27][C:24]([CH3:25])=[CH:23][CH:22]=1)[CH:15]=[CH:14]2)[C:2]1[CH:7]=[CH:6][CH:5]=[CH:4][CH:3]=1. The catalyst class is: 9. (6) Reactant: [NH:1]1[CH2:6][CH2:5][CH2:4][C:3]2([C:12]3[CH:13]=[CH:14][CH:15]=[CH:16][C:11]=3[CH2:10][C:9]3[CH:17]=[CH:18][CH:19]=[CH:20][C:8]=3[CH2:7]2)[CH2:2]1.[CH2:21]=O. Product: [CH3:21][C:20]1[C:8]2[CH2:7][C:3]3([CH2:4][CH2:5][CH2:6][NH:1][CH2:2]3)[C:12]3[CH:13]=[CH:14][CH:15]=[CH:16][C:11]=3[CH2:10][C:9]=2[CH:17]=[CH:18][CH:19]=1. The catalyst class is: 106. (7) Reactant: [NH:1]1[CH2:6][CH2:5][CH2:4][CH2:3][C:2]1=[O:7].C(N(CC)CC)C.[C:15](O[C:15]([O:17][C:18]([CH3:21])([CH3:20])[CH3:19])=[O:16])([O:17][C:18]([CH3:21])([CH3:20])[CH3:19])=[O:16]. Product: [O:7]=[C:2]1[CH2:3][CH2:4][CH2:5][CH2:6][N:1]1[C:15]([O:17][C:18]([CH3:21])([CH3:20])[CH3:19])=[O:16]. The catalyst class is: 2. (8) Product: [F:21][C:20]([F:23])([F:22])[C:17]1[CH:18]=[CH:19][C:14]([C:11]2[CH:10]=[C:9]([CH2:8][CH2:7][CH2:6][O:5][C:27]3[CH:32]=[CH:31][C:30]([CH2:33][C:34]([OH:36])=[O:35])=[CH:29][CH:28]=3)[O:13][N:12]=2)=[CH:15][CH:16]=1. The catalyst class is: 9. Reactant: CS([O:5][CH2:6][CH2:7][CH2:8][C:9]1[O:13][N:12]=[C:11]([C:14]2[CH:19]=[CH:18][C:17]([C:20]([F:23])([F:22])[F:21])=[CH:16][CH:15]=2)[CH:10]=1)(=O)=O.[I-].[Na+].O[C:27]1[CH:32]=[CH:31][C:30]([CH2:33][C:34]([O:36]C)=[O:35])=[CH:29][CH:28]=1.C(=O)([O-])[O-].[K+].[K+].Cl.